From a dataset of NCI-60 drug combinations with 297,098 pairs across 59 cell lines. Regression. Given two drug SMILES strings and cell line genomic features, predict the synergy score measuring deviation from expected non-interaction effect. Drug 1: CCC1=CC2CC(C3=C(CN(C2)C1)C4=CC=CC=C4N3)(C5=C(C=C6C(=C5)C78CCN9C7C(C=CC9)(C(C(C8N6C)(C(=O)OC)O)OC(=O)C)CC)OC)C(=O)OC. Drug 2: CC(C)(C1=NC(=CC=C1)N2C3=NC(=NC=C3C(=O)N2CC=C)NC4=CC=C(C=C4)N5CCN(CC5)C)O. Cell line: HCT116. Synergy scores: CSS=67.0, Synergy_ZIP=6.85, Synergy_Bliss=4.89, Synergy_Loewe=2.10, Synergy_HSA=6.79.